The task is: Predict the reactants needed to synthesize the given product.. This data is from Full USPTO retrosynthesis dataset with 1.9M reactions from patents (1976-2016). (1) Given the product [S:37]([O-:40])([O:18][C@H:17]([C:19]1[CH:24]=[CH:23][CH:22]=[C:21]([C:25]([F:26])([F:27])[F:28])[CH:20]=1)[CH2:16][CH2:15][NH2+:14][C@@H:12]([C:2]1[C:11]2[C:6](=[CH:7][CH:8]=[CH:9][CH:10]=2)[CH:5]=[CH:4][CH:3]=1)[CH3:13])(=[O:39])=[O:38], predict the reactants needed to synthesize it. The reactants are: Cl.[C:2]1([C@H:12]([NH:14][CH2:15][CH2:16][C:17]([C:19]2[CH:24]=[CH:23][CH:22]=[C:21]([C:25]([F:28])([F:27])[F:26])[CH:20]=2)=[O:18])[CH3:13])[C:11]2[C:6](=[CH:7][CH:8]=[CH:9][CH:10]=2)[CH:5]=[CH:4][CH:3]=1.[BH4-].[Na+].[OH-].[Na+].C(O)(=O)C.[S:37](=O)(=[O:40])([OH:39])[OH:38].C(OC(=O)C)(=O)C. (2) Given the product [CH3:1][N:2]([CH3:32])[C:3]([C:5]1[N:26]([CH:27]2[CH2:31][CH2:30][CH2:29][CH2:28]2)[C:8]2[N:9]=[C:10]([NH:13][C:14]3[CH:19]=[CH:18][C:17]([N:20]4[CH2:21][CH2:22][N:23]([CH2:33][C:36](=[O:37])[NH2:41])[CH2:24][CH2:25]4)=[CH:16][N:15]=3)[N:11]=[CH:12][C:7]=2[CH:6]=1)=[O:4], predict the reactants needed to synthesize it. The reactants are: [CH3:1][N:2]([CH3:32])[C:3]([C:5]1[N:26]([CH:27]2[CH2:31][CH2:30][CH2:29][CH2:28]2)[C:8]2[N:9]=[C:10]([NH:13][C:14]3[CH:19]=[CH:18][C:17]([N:20]4[CH2:25][CH2:24][NH:23][CH2:22][CH2:21]4)=[CH:16][N:15]=3)[N:11]=[CH:12][C:7]=2[CH:6]=1)=[O:4].[CH:33]1([C:36](Cl)=[O:37])CC1.CC[N:41](CC)CC. (3) Given the product [C:22]([O:21][C:19]([N:4]1[CH2:3][C@@H:2]([CH3:1])[N:7]2[C:8]3[CH:9]=[C:10]([C:15]([F:16])([F:18])[F:17])[CH:11]=[CH:12][C:13]=3[CH2:14][C@@H:6]2[CH2:5]1)=[O:20])([CH3:25])([CH3:24])[CH3:23], predict the reactants needed to synthesize it. The reactants are: [CH3:1][C@H:2]1[N:7]2[C:8]3[CH:9]=[C:10]([C:15]([F:18])([F:17])[F:16])[CH:11]=[CH:12][C:13]=3[CH2:14][C@@H:6]2[CH2:5][NH:4][CH2:3]1.[C:19](O[C:19]([O:21][C:22]([CH3:25])([CH3:24])[CH3:23])=[O:20])([O:21][C:22]([CH3:25])([CH3:24])[CH3:23])=[O:20]. (4) Given the product [C:1]([O:5][C:6](=[O:7])[NH:8][C:9]1[CH:17]=[CH:16][CH:15]=[CH:14][C:10]=1[C:11](=[O:13])[N:38]([O:39][CH3:18])[CH3:33])([CH3:2])([CH3:3])[CH3:4], predict the reactants needed to synthesize it. The reactants are: [C:1]([O:5][C:6]([NH:8][C:9]1[CH:17]=[CH:16][CH:15]=[CH:14][C:10]=1[C:11]([OH:13])=O)=[O:7])([CH3:4])([CH3:3])[CH3:2].[CH3:18]CN=C=NCCCN(C)C.Cl.C1C=C[C:33]2[N:38]([OH:39])N=NC=2C=1.C(N(CC)CC)C. (5) Given the product [O:48]1[CH2:53][CH2:52][O:51][C:50]2[CH:54]=[C:55]([NH:58][S:59]([C:62]3[CH:67]=[CH:66][C:65]([CH2:22][CH2:21][NH:20][C:18](=[O:19])[CH2:17][O:16][CH2:15][C:14]4[CH:24]=[CH:25][C:11]([F:10])=[CH:12][CH:13]=4)=[CH:64][CH:63]=3)(=[O:61])=[O:60])[CH:56]=[CH:57][C:49]1=2, predict the reactants needed to synthesize it. The reactants are: BrCCBr.Cl[Si](C)(C)C.[F:10][C:11]1[CH:25]=[CH:24][C:14]([CH2:15][O:16][CH2:17][C:18]([NH:20][CH2:21][CH2:22]I)=[O:19])=[CH:13][CH:12]=1.C1(C)C=CC=CC=1P(C1C=CC=CC=1C)C1C=CC=CC=1C.[O:48]1[CH2:53][CH2:52][O:51][C:50]2[CH:54]=[C:55]([NH:58][S:59]([C:62]3[CH:67]=[CH:66][C:65](I)=[CH:64][CH:63]=3)(=[O:61])=[O:60])[CH:56]=[CH:57][C:49]1=2. (6) Given the product [NH2:18][C:19]1[O:20][C:21]([C:24]([NH:17][CH:15]([C:5]2[CH:6]=[N:7][C:8]([O:9][CH2:10][C:11]([F:12])([F:13])[F:14])=[C:3]([Cl:2])[CH:4]=2)[CH3:16])=[O:25])=[CH:22][N:23]=1, predict the reactants needed to synthesize it. The reactants are: Cl.[Cl:2][C:3]1[CH:4]=[C:5]([CH:15]([NH2:17])[CH3:16])[CH:6]=[N:7][C:8]=1[O:9][CH2:10][C:11]([F:14])([F:13])[F:12].[NH2:18][C:19]1[O:20][C:21]([C:24](O)=[O:25])=[CH:22][N:23]=1. (7) Given the product [Cl:18][C:15]1[CH:16]=[CH:17][C:12]([C:4]2[N:3]=[C:2]([NH:31][C:28]3[CH:27]=[CH:26][C:25]([C:22]4[O:21][C:20]([CH3:19])=[N:24][CH:23]=4)=[CH:30][CH:29]=3)[N:7]=[C:6]([C:8]([OH:11])([CH3:10])[CH3:9])[CH:5]=2)=[CH:13][CH:14]=1, predict the reactants needed to synthesize it. The reactants are: Cl[C:2]1[N:7]=[C:6]([C:8]([OH:11])([CH3:10])[CH3:9])[CH:5]=[C:4]([C:12]2[CH:17]=[CH:16][C:15]([Cl:18])=[CH:14][CH:13]=2)[N:3]=1.[CH3:19][C:20]1[O:21][C:22]([C:25]2[CH:30]=[CH:29][C:28]([NH2:31])=[CH:27][CH:26]=2)=[CH:23][N:24]=1. (8) Given the product [CH3:1][C:2]1[CH:10]=[CH:9][C:5]([C:6]([NH:25][C:23]2[S:24][C:20]([C:14]3[CH:19]=[CH:18][CH:17]=[CH:16][CH:15]=3)=[N:21][N:22]=2)=[O:8])=[CH:4][C:3]=1[N+:11]([O-:13])=[O:12], predict the reactants needed to synthesize it. The reactants are: [CH3:1][C:2]1[CH:10]=[CH:9][C:5]([C:6]([OH:8])=O)=[CH:4][C:3]=1[N+:11]([O-:13])=[O:12].[C:14]1([C:20]2[S:24][C:23]([NH2:25])=[N:22][N:21]=2)[CH:19]=[CH:18][CH:17]=[CH:16][CH:15]=1.F[P-](F)(F)(F)(F)F.N1(O[P+](N2CCCC2)(N2CCCC2)N2CCCC2)C2C=CC=CC=2N=N1.C(N(C(C)C)CC)(C)C.